The task is: Predict the reaction yield, written as a fraction of the theoretical maximum amount of product (1.0 means a 100% yield; for example, 0.34 means a 34% yield).. This data is from Reaction yield outcomes from USPTO patents with 853,638 reactions. The reactants are FC(F)(F)S(O)(=O)=O.COC1C=CC(C[N:16]2[CH:25]=[C:24]3[C:18]([N:19]([CH3:37])[CH2:20][CH2:21][C:22]4[S:28][C:27]([NH:29][C:30]5[N:35]=[C:34]([CH3:36])[CH:33]=[CH:32][N:31]=5)=[N:26][C:23]=43)=[N:17]2)=CC=1. The catalyst is C(O)(C(F)(F)F)=O. The product is [CH3:37][N:19]1[CH2:20][CH2:21][C:22]2[S:28][C:27]([NH:29][C:30]3[N:35]=[C:34]([CH3:36])[CH:33]=[CH:32][N:31]=3)=[N:26][C:23]=2[C:24]2=[CH:25][NH:16][N:17]=[C:18]12. The yield is 0.460.